From a dataset of Full USPTO retrosynthesis dataset with 1.9M reactions from patents (1976-2016). Predict the reactants needed to synthesize the given product. Given the product [Br:7][C:6]1[C:2]([CH:21]([C:20]2[CH:19]=[CH:18][C:17]([C:16]([F:15])([F:25])[F:26])=[CH:24][CH:23]=2)[OH:22])=[C:3]([CH3:9])[S:4][C:5]=1[CH3:8], predict the reactants needed to synthesize it. The reactants are: Br[C:2]1[C:6]([Br:7])=[C:5]([CH3:8])[S:4][C:3]=1[CH3:9].C([Li])CCC.[F:15][C:16]([F:26])([F:25])[C:17]1[CH:24]=[CH:23][C:20]([CH:21]=[O:22])=[CH:19][CH:18]=1.